Dataset: Catalyst prediction with 721,799 reactions and 888 catalyst types from USPTO. Task: Predict which catalyst facilitates the given reaction. (1) Reactant: C[O:2][C:3]1[CH:8]=[C:7]([N:9]2[CH:13]=[CH:12][CH:11]=[N:10]2)[CH:6]=[CH:5][C:4]=1[C:14]1[N:19]=[N:18][C:17]([C:20]2[CH2:25][CH2:24][N:23](C(OC(C)(C)C)=O)[CH2:22][CH:21]=2)=[CH:16][CH:15]=1.B(Br)(Br)Br. Product: [N:9]1([C:7]2[CH:6]=[CH:5][C:4]([C:14]3[N:19]=[N:18][C:17]([C:20]4[CH2:25][CH2:24][NH:23][CH2:22][CH:21]=4)=[CH:16][CH:15]=3)=[C:3]([OH:2])[CH:8]=2)[CH:13]=[CH:12][CH:11]=[N:10]1. The catalyst class is: 2. (2) Reactant: [N+:1]([C:4]1[CH:23]=[CH:22][C:7]([CH:8]=[C:9]2[CH2:14][CH2:13][N:12](C(OC(C)(C)C)=O)[CH2:11][CH2:10]2)=[CH:6][CH:5]=1)([O-:3])=[O:2]. Product: [N+:1]([C:4]1[CH:5]=[CH:6][C:7]([CH:8]=[C:9]2[CH2:10][CH2:11][NH:12][CH2:13][CH2:14]2)=[CH:22][CH:23]=1)([O-:3])=[O:2]. The catalyst class is: 281. (3) Reactant: C([Li])CCC.C(NC(C)C)(C)C.[C:13](#[N:15])[CH3:14].[O:16]=[C:17]1[CH2:22][CH2:21][N:20]([C:23]([O:25][C:26]([CH3:29])([CH3:28])[CH3:27])=[O:24])[CH2:19][CH2:18]1. Product: [C:13]([CH2:14][C:17]1([OH:16])[CH2:18][CH2:19][N:20]([C:23]([O:25][C:26]([CH3:28])([CH3:27])[CH3:29])=[O:24])[CH2:21][CH2:22]1)#[N:15]. The catalyst class is: 7.